From a dataset of Full USPTO retrosynthesis dataset with 1.9M reactions from patents (1976-2016). Predict the reactants needed to synthesize the given product. (1) Given the product [CH3:24][O:23][C:21](=[O:22])[C:20]1[CH:25]=[CH:26][CH:27]=[CH:28][C:19]=1[O:18][C:10]1[CH:9]=[CH:8][CH:13]=[C:12]([Cl:30])[C:11]=1[N+:15]([O-:17])=[O:16], predict the reactants needed to synthesize it. The reactants are: C([O-])([O-])=O.[Cs+].[Cs+].Cl[C:8]1[CH:9]=[CH:10][C:11]([N+:15]([O-:17])=[O:16])=[C:12](F)[CH:13]=1.[OH:18][C:19]1[CH:28]=[CH:27][CH:26]=[CH:25][C:20]=1[C:21]([O:23][CH3:24])=[O:22].C(Cl)[Cl:30]. (2) Given the product [OH:18][CH2:2][CH2:1][C:3]1[CH:4]=[CH:5][C:6]2[S:11][CH2:10][C:9](=[O:12])[NH:8][C:7]=2[CH:13]=1, predict the reactants needed to synthesize it. The reactants are: [CH:1]([C:3]1[CH:4]=[CH:5][C:6]2[S:11][CH2:10][C:9](=[O:12])[NH:8][C:7]=2[CH:13]=1)=[CH2:2].B.C1C[O:18]CC1.[OH-].[Na+].OO. (3) The reactants are: [N:1]1[CH:6]=[CH:5][C:4]([C:7]2[CH:11]=[N:10][NH:9][C:8]=2[C:12]2[CH:29]=[CH:28][C:15]([O:16][CH2:17][C:18]3[CH:27]=[CH:26][C:25]4[C:20](=[CH:21][CH:22]=[CH:23][CH:24]=4)[N:19]=3)=[CH:14][CH:13]=2)=[CH:3][CH:2]=1.[CH3:30]NN.S(=O)(=O)(O)O. Given the product [CH3:30][N:9]1[C:8]([C:12]2[CH:13]=[CH:14][C:15]([O:16][CH2:17][C:18]3[CH:27]=[CH:26][C:25]4[C:20](=[CH:21][CH:22]=[CH:23][CH:24]=4)[N:19]=3)=[CH:28][CH:29]=2)=[C:7]([C:4]2[CH:3]=[CH:2][N:1]=[CH:6][CH:5]=2)[CH:11]=[N:10]1, predict the reactants needed to synthesize it. (4) Given the product [CH2:21]([N:18]([CH2:19][CH3:20])[CH2:17][CH2:16][CH2:15][C:11]1[CH:12]=[C:13]2[C:8](=[CH:9][CH:10]=1)[NH:7][C:6]([CH2:4][OH:3])=[CH:14]2)[CH3:22], predict the reactants needed to synthesize it. The reactants are: C([O:3][C:4]([C:6]1[NH:7][C:8]2[C:13]([CH:14]=1)=[CH:12][C:11]([CH2:15][CH2:16][CH2:17][N:18]([CH2:21][CH3:22])[CH2:19][CH3:20])=[CH:10][CH:9]=2)=O)C.[H-].[Al+3].[Li+].[H-].[H-].[H-]. (5) Given the product [C:39]([NH:43][CH2:26][CH:25]([OH:27])[CH2:24][O:23][C:17]1[CH:18]=[C:19]2[C:14](=[CH:15][CH:16]=1)[O:13][C:12]([C:11]1[CH:28]=[CH:29][C:30]([O:31][CH2:32][C:33]3[CH:38]=[CH:37][CH:36]=[CH:35][CH:34]=3)=[C:9]([O:8][CH2:1][C:2]3[CH:7]=[CH:6][CH:5]=[CH:4][CH:3]=3)[CH:10]=1)=[CH:21][C:20]2=[O:22])([CH3:42])([CH3:41])[CH3:40], predict the reactants needed to synthesize it. The reactants are: [CH2:1]([O:8][C:9]1[CH:10]=[C:11]([CH:28]=[CH:29][C:30]=1[O:31][CH2:32][C:33]1[CH:38]=[CH:37][CH:36]=[CH:35][CH:34]=1)[C:12]1[O:13][C:14]2[C:19]([C:20](=[O:22])[CH:21]=1)=[CH:18][C:17]([O:23][CH2:24][CH:25]1[O:27][CH2:26]1)=[CH:16][CH:15]=2)[C:2]1[CH:7]=[CH:6][CH:5]=[CH:4][CH:3]=1.[C:39]([NH2:43])([CH3:42])([CH3:41])[CH3:40].